From a dataset of Full USPTO retrosynthesis dataset with 1.9M reactions from patents (1976-2016). Predict the reactants needed to synthesize the given product. Given the product [C:2]([C:6]1[CH:7]=[CH:8][C:9]([CH2:10][N:11]([CH2:12][CH2:13][C:14]2[CH:19]=[C:18]([C:20]([F:23])([F:21])[F:22])[CH:17]=[C:16]([F:24])[CH:15]=2)[C:59](=[O:60])[C:58]2[CH:62]=[C:63]([C:65]([F:66])([F:67])[F:68])[CH:64]=[C:56]([Cl:55])[C:57]=2[F:69])=[CH:25][CH:26]=1)([CH3:5])([CH3:3])[CH3:4], predict the reactants needed to synthesize it. The reactants are: Cl.[C:2]([C:6]1[CH:26]=[CH:25][C:9]([CH2:10][NH:11][CH2:12][CH2:13][C:14]2[CH:19]=[C:18]([C:20]([F:23])([F:22])[F:21])[CH:17]=[C:16]([F:24])[CH:15]=2)=[CH:8][CH:7]=1)([CH3:5])([CH3:4])[CH3:3].CCN(CC)CC.CCN=C=NCCCN(C)C.C1C=CC2N(O)N=NC=2C=1.[Cl:55][C:56]1[C:57]([F:69])=[C:58]([CH:62]=[C:63]([C:65]([F:68])([F:67])[F:66])[CH:64]=1)[C:59](O)=[O:60].